From a dataset of Forward reaction prediction with 1.9M reactions from USPTO patents (1976-2016). Predict the product of the given reaction. Given the reactants O.O.[F-].[K+].[OH:5][C:6]1[CH:7]=[C:8]([CH:11]=[C:12]([N+:15]([O-:17])=[O:16])[C:13]=1[OH:14])[CH:9]=[O:10].Br[CH2:19][CH2:20]Br, predict the reaction product. The product is: [N+:15]([C:12]1[C:13]2[O:14][CH2:19][CH2:20][O:5][C:6]=2[CH:7]=[C:8]([CH:9]=[O:10])[CH:11]=1)([O-:17])=[O:16].